This data is from Human liver microsome stability data. The task is: Regression/Classification. Given a drug SMILES string, predict its absorption, distribution, metabolism, or excretion properties. Task type varies by dataset: regression for continuous measurements (e.g., permeability, clearance, half-life) or binary classification for categorical outcomes (e.g., BBB penetration, CYP inhibition). Dataset: hlm. The compound is COc1cc2c(N3CCN(C(=O)Nc4ccc(C#N)cc4)CC3)ncnc2cc1OCCN1CCCC1. The result is 0 (unstable in human liver microsomes).